Dataset: Reaction yield outcomes from USPTO patents with 853,638 reactions. Task: Predict the reaction yield, written as a fraction of the theoretical maximum amount of product (1.0 means a 100% yield; for example, 0.34 means a 34% yield). The reactants are Br[C:2]1[N:7]=[CH:6][C:5]([CH2:8][C:9]2[C:17]3[C:12](=[N:13][CH:14]=[CH:15][CH:16]=3)[NH:11][CH:10]=2)=[CH:4][CH:3]=1.[Cl:18][C:19]1[CH:24]=[CH:23][C:22]([C@@H:25]([NH2:27])[CH3:26])=[CH:21][CH:20]=1. The catalyst is CN1CCCC1. The product is [Cl:18][C:19]1[CH:24]=[CH:23][C:22]([C@@H:25]([NH:27][C:2]2[CH:3]=[CH:4][C:5]([CH2:8][C:9]3[C:17]4[C:12](=[N:13][CH:14]=[CH:15][CH:16]=4)[NH:11][CH:10]=3)=[CH:6][N:7]=2)[CH3:26])=[CH:21][CH:20]=1. The yield is 0.200.